From a dataset of Reaction yield outcomes from USPTO patents with 853,638 reactions. Predict the reaction yield, written as a fraction of the theoretical maximum amount of product (1.0 means a 100% yield; for example, 0.34 means a 34% yield). (1) The reactants are [CH3:1][S:2]([C:5]1[CH:6]=[C:7]([C:11]2[CH:16]=[CH:15][C:14]([N:17]3[CH:21]=[C:20]([C:22]([O:24]CC)=O)[N:19]=[C:18]3[C:27]3[CH:32]=[CH:31][CH:30]=[CH:29][C:28]=3[C:33]([F:36])([F:35])[F:34])=[CH:13][CH:12]=2)[CH:8]=[CH:9][CH:10]=1)(=[O:4])=[O:3].O1CCOCC1.[NH2:43][NH2:44]. The catalyst is C1(C)C=CC=CC=1. The product is [CH3:1][S:2]([C:5]1[CH:6]=[C:7]([C:11]2[CH:12]=[CH:13][C:14]([N:17]3[CH:21]=[C:20]([C:22]([NH:43][NH2:44])=[O:24])[N:19]=[C:18]3[C:27]3[CH:32]=[CH:31][CH:30]=[CH:29][C:28]=3[C:33]([F:35])([F:34])[F:36])=[CH:15][CH:16]=2)[CH:8]=[CH:9][CH:10]=1)(=[O:4])=[O:3]. The yield is 0.700. (2) The reactants are [CH3:1][O:2][C:3]1[CH:10]=[C:9]([O:11][CH3:12])[CH:8]=[CH:7][C:4]=1[CH2:5][NH2:6].C(N(CC)CC)C.[Cl:20][CH2:21][C:22](Cl)=[O:23]. The catalyst is O1CCCC1. The product is [CH3:1][O:2][C:3]1[CH:10]=[C:9]([O:11][CH3:12])[CH:8]=[CH:7][C:4]=1[CH2:5][NH:6][C:22](=[O:23])[CH2:21][Cl:20]. The yield is 0.910. (3) The reactants are C[O:2][C:3](=[O:27])[C:4]1[CH:9]=[CH:8][C:7]([NH:10][C@@H:11]2[CH2:16][CH2:15][CH2:14][CH2:13][C@H:12]2[CH3:17])=[C:6]([NH:18][C:19](=O)[CH2:20][C:21]2[S:22][CH:23]=[CH:24][CH:25]=2)[CH:5]=1.Cl.O. The catalyst is O1CCOCC1. The product is [CH3:17][C@@H:12]1[CH2:13][CH2:14][CH2:15][CH2:16][C@H:11]1[N:10]1[C:7]2[CH:8]=[CH:9][C:4]([C:3]([OH:2])=[O:27])=[CH:5][C:6]=2[N:18]=[C:19]1[CH2:20][C:21]1[S:22][CH:23]=[CH:24][CH:25]=1. The yield is 0.760. (4) The reactants are [CH3:1][C:2]1[N:3]([CH:14]2[CH2:19][CH2:18][O:17][CH2:16][CH2:15]2)[C:4]([C:7]2[CH:12]=[CH:11][N:10]=[C:9]([NH2:13])[N:8]=2)=[CH:5][N:6]=1.Br[C:21]1[CH:26]=[CH:25][C:24]([S:27]([N:30]2[CH2:33][CH2:32][CH2:31]2)(=[O:29])=[O:28])=[CH:23][CH:22]=1.C([O-])([O-])=O.[Cs+].[Cs+].CC(C1C=C(C(C)C)C(C2C=CC=CC=2P(C2CCCCC2)C2CCCCC2)=C(C(C)C)C=1)C. The catalyst is C1C=CC(/C=C/C(/C=C/C2C=CC=CC=2)=O)=CC=1.C1C=CC(/C=C/C(/C=C/C2C=CC=CC=2)=O)=CC=1.C1C=CC(/C=C/C(/C=C/C2C=CC=CC=2)=O)=CC=1.[Pd].[Pd]. The product is [N:30]1([S:27]([C:24]2[CH:23]=[CH:22][C:21]([NH:13][C:9]3[N:8]=[C:7]([C:4]4[N:3]([CH:14]5[CH2:19][CH2:18][O:17][CH2:16][CH2:15]5)[C:2]([CH3:1])=[N:6][CH:5]=4)[CH:12]=[CH:11][N:10]=3)=[CH:26][CH:25]=2)(=[O:28])=[O:29])[CH2:31][CH2:32][CH2:33]1. The yield is 0.270. (5) The reactants are CC1=C(C)C(OC1=O)=O.[NH2:10][CH2:11][CH2:12][C:13]12[CH2:19][CH:16]([CH2:17][CH2:18]1)[CH:15]=[CH:14]2. The catalyst is C1(C)C=CC=CC=1. The product is [C:11]([CH2:12][C:13]12[CH2:19][CH:16]([CH2:17][CH2:18]1)[CH:15]=[CH:14]2)#[N:10]. The yield is 0.910.